This data is from Forward reaction prediction with 1.9M reactions from USPTO patents (1976-2016). The task is: Predict the product of the given reaction. (1) Given the reactants C([O:5][C:6](=[O:24])/[CH:7]=[CH:8]/[C:9]1[CH:13]=[CH:12][N:11]([S:14]([C:17]2[CH:22]=[CH:21][CH:20]=[C:19]([Br:23])[CH:18]=2)(=[O:16])=[O:15])[CH:10]=1)(C)(C)C, predict the reaction product. The product is: [Br:23][C:19]1[CH:18]=[C:17]([S:14]([N:11]2[CH:12]=[CH:13][C:9](/[CH:8]=[CH:7]/[C:6]([OH:24])=[O:5])=[CH:10]2)(=[O:15])=[O:16])[CH:22]=[CH:21][CH:20]=1. (2) Given the reactants Cl.[CH3:2][C:3]1([CH3:16])[C:7]([CH3:9])([CH3:8])[O:6][B:5]([C:10]2[CH2:11][CH2:12][NH:13][CH2:14][CH:15]=2)[O:4]1.[C:17]([O:21][C:22]([CH3:25])([CH3:24])[CH3:23])(=[O:20])[CH:18]=[CH2:19].C(=O)([O-])[O-].[K+].[K+].C(#N)C, predict the reaction product. The product is: [CH3:9][C:7]1([CH3:8])[C:3]([CH3:16])([CH3:2])[O:4][B:5]([C:10]2[CH2:11][CH2:12][N:13]([CH2:19][CH2:18][C:17]([O:21][C:22]([CH3:25])([CH3:24])[CH3:23])=[O:20])[CH2:14][CH:15]=2)[O:6]1. (3) Given the reactants Cl.[F:2][C:3]1([F:14])[CH2:7][NH:6][C@H:5]([CH:8]([CH3:13])[CH2:9][C:10]([OH:12])=[O:11])[CH2:4]1.Br[CH2:16][C:17]1[NH:22][C:21]([C:23]2[S:24][CH:25]=[CH:26][N:27]=2)=[N:20][C@@H:19]([C:28]2[CH:33]=[CH:32][C:31]([Cl:34])=[CH:30][C:29]=2[Cl:35])[C:18]=1[C:36]([O:38][CH2:39][CH3:40])=[O:37].C(=O)([O-])[O-].[K+].[K+], predict the reaction product. The product is: [Cl:35][C:29]1[CH:30]=[C:31]([Cl:34])[CH:32]=[CH:33][C:28]=1[C@@H:19]1[N:20]=[C:21]([C:23]2[S:24][CH:25]=[CH:26][N:27]=2)[NH:22][C:17]([CH2:16][N:6]2[CH2:7][C:3]([F:2])([F:14])[CH2:4][C@H:5]2[CH:8]([CH3:13])[CH2:9][C:10]([OH:12])=[O:11])=[C:18]1[C:36]([O:38][CH2:39][CH3:40])=[O:37]. (4) Given the reactants [SH:1][C:2]1[N:7]=[C:6]([OH:8])[CH:5]=[C:4]([C:9]([F:12])([F:11])[F:10])[N:3]=1.C(=O)([O-])[O-].[K+].[K+].Br[CH2:20][C:21]1[C:22]([CH2:28][CH3:29])=[N:23][CH:24]=[CH:25][C:26]=1[Cl:27], predict the reaction product. The product is: [Cl:27][C:26]1[CH:25]=[CH:24][N:23]=[C:22]([CH2:28][CH3:29])[C:21]=1[CH2:20][S:1][C:2]1[N:7]=[C:6]([OH:8])[CH:5]=[C:4]([C:9]([F:12])([F:10])[F:11])[N:3]=1. (5) Given the reactants [S:1]1[C:5]2[CH:6]=[CH:7][C:8]([CH2:10][CH2:11][O:12][CH2:13][CH2:14][CH2:15][N:16]3[CH2:20][CH2:19][CH:18]([N:21]([CH3:23])[CH3:22])[CH2:17]3)=[CH:9][C:4]=2[CH:3]=[CH:2]1.[ClH:24], predict the reaction product. The product is: [ClH:24].[ClH:24].[S:1]1[C:5]2[CH:6]=[CH:7][C:8]([CH2:10][CH2:11][O:12][CH2:13][CH2:14][CH2:15][N:16]3[CH2:20][CH2:19][CH:18]([N:21]([CH3:23])[CH3:22])[CH2:17]3)=[CH:9][C:4]=2[CH:3]=[CH:2]1. (6) The product is: [Cl:1][C:2]1[N:7]=[N:6][C:5]([NH:8][S:9]([CH2:12][C:13]2[CH:14]=[C:15]([F:20])[CH:16]=[C:17]([Cl:22])[CH:18]=2)(=[O:11])=[O:10])=[C:4]([OH:21])[CH:3]=1. Given the reactants [Cl:1][C:2]1[N:7]=[N:6][C:5]([NH:8][S:9]([CH2:12][C:13]2[CH:18]=[CH:17][C:16](F)=[C:15]([F:20])[CH:14]=2)(=[O:11])=[O:10])=[C:4]([OH:21])[CH:3]=1.[Cl:22]C1C=C(CS(Cl)(=O)=O)C=C(F)C=1.FC1C=C(CS(Cl)(=O)=O)C=CC=1F, predict the reaction product. (7) Given the reactants [C:1]([C:4]1[CH:5]=[N:6][C:7]([N:10]2[CH2:15][CH2:14][CH:13]([C:16]3[CH:17]=[CH:18][C:19]([CH2:22][O:23][C:24]4[CH:29]=[CH:28][C:27]([S:30]([CH3:33])(=[O:32])=[O:31])=[CH:26][CH:25]=4)=[N:20][CH:21]=3)[CH2:12][CH2:11]2)=[N:8][CH:9]=1)([CH3:3])=[CH2:2], predict the reaction product. The product is: [CH:1]([C:4]1[CH:5]=[N:6][C:7]([N:10]2[CH2:15][CH2:14][CH:13]([C:16]3[CH:17]=[CH:18][C:19]([CH2:22][O:23][C:24]4[CH:25]=[CH:26][C:27]([S:30]([CH3:33])(=[O:31])=[O:32])=[CH:28][CH:29]=4)=[N:20][CH:21]=3)[CH2:12][CH2:11]2)=[N:8][CH:9]=1)([CH3:3])[CH3:2].